From a dataset of Forward reaction prediction with 1.9M reactions from USPTO patents (1976-2016). Predict the product of the given reaction. (1) Given the reactants [NH2:1][C@H:2]([CH2:26][C:27]1[CH:32]=[CH:31][C:30]([Cl:33])=[CH:29][CH:28]=1)[C:3]([N:5]1[CH2:10][CH2:9][N:8]([C:11]2[CH:16]=[CH:15][CH:14]=[CH:13][C:12]=2[N:17]([CH2:22][CH:23]2[CH2:25][CH2:24]2)[S:18]([CH3:21])(=[O:20])=[O:19])[CH2:7][CH2:6]1)=[O:4].[N:34]1([C:47]([O:49][C:50]([CH3:53])([CH3:52])[CH3:51])=[O:48])[CH2:43][C:42]2[C:37](=[CH:38][CH:39]=[CH:40][CH:41]=2)[CH2:36][C@H:35]1[C:44](O)=[O:45].CCN=C=NCCCN(C)C.CI.C1C=NC2N(O)N=NC=2C=1, predict the reaction product. The product is: [Cl:33][C:30]1[CH:29]=[CH:28][C:27]([CH2:26][C@@H:2]([NH:1][C:44]([C@@H:35]2[CH2:36][C:37]3[C:42](=[CH:41][CH:40]=[CH:39][CH:38]=3)[CH2:43][N:34]2[C:47]([O:49][C:50]([CH3:53])([CH3:52])[CH3:51])=[O:48])=[O:45])[C:3]([N:5]2[CH2:6][CH2:7][N:8]([C:11]3[CH:16]=[CH:15][CH:14]=[CH:13][C:12]=3[N:17]([CH2:22][CH:23]3[CH2:24][CH2:25]3)[S:18]([CH3:21])(=[O:19])=[O:20])[CH2:9][CH2:10]2)=[O:4])=[CH:32][CH:31]=1. (2) Given the reactants C(OC(=O)[NH:7][C@@H:8]([CH2:18][C:19]1[C:27]2[C:22](=[CH:23][CH:24]=[C:25]([O:28][C:29]3[CH:34]=[CH:33][C:32]([NH2:35])=[CH:31][CH:30]=3)[CH:26]=2)[NH:21][CH:20]=1)[C:9]([N:11]1[CH2:15][CH2:14][CH2:13][C@H:12]1[C:16]#[N:17])=[O:10])(C)(C)C.FC(F)(F)C(O)=O, predict the reaction product. The product is: [NH2:7][CH:8]([CH2:18][C:19]1[C:27]2[C:22](=[CH:23][CH:24]=[C:25]([O:28][C:29]3[CH:34]=[CH:33][C:32]([NH2:35])=[CH:31][CH:30]=3)[CH:26]=2)[NH:21][CH:20]=1)[C:9]([N:11]1[CH2:15][CH2:14][CH2:13][CH:12]1[C:16]#[N:17])=[O:10].